From a dataset of Peptide-MHC class II binding affinity with 134,281 pairs from IEDB. Regression. Given a peptide amino acid sequence and an MHC pseudo amino acid sequence, predict their binding affinity value. This is MHC class II binding data. The peptide sequence is SQLVWMACHSMFE. The MHC is DRB1_0405 with pseudo-sequence DRB1_0405. The binding affinity (normalized) is 0.552.